This data is from Reaction yield outcomes from USPTO patents with 853,638 reactions. The task is: Predict the reaction yield, written as a fraction of the theoretical maximum amount of product (1.0 means a 100% yield; for example, 0.34 means a 34% yield). The reactants are [CH3:1][C:2]([CH3:23])([CH2:20][CH2:21][CH3:22])[CH2:3][CH2:4][C:5]([N:7]1[CH:11]([CH3:12])[CH:10]([C:13]2[CH:18]=[CH:17][CH:16]=[CH:15][CH:14]=2)[O:9][C:8]1=[O:19])=[O:6].C[Si]([N-][Si](C)(C)C)(C)C.[Na+].[C:34]([O:38][C:39](=[O:42])[CH2:40]Br)([CH3:37])([CH3:36])[CH3:35]. No catalyst specified. The product is [C:34]([O:38][C:39](=[O:42])[CH2:40][C@@H:4]([C:5]([N:7]1[C@@H:11]([CH3:12])[C@@H:10]([C:13]2[CH:14]=[CH:15][CH:16]=[CH:17][CH:18]=2)[O:9][C:8]1=[O:19])=[O:6])[CH2:3][C:2]([CH3:1])([CH3:23])[CH2:20][CH2:21][CH3:22])([CH3:37])([CH3:36])[CH3:35]. The yield is 0.493.